From a dataset of Reaction yield outcomes from USPTO patents with 853,638 reactions. Predict the reaction yield, written as a fraction of the theoretical maximum amount of product (1.0 means a 100% yield; for example, 0.34 means a 34% yield). (1) The reactants are [OH:1][C:2]1[CH:10]=[C:9]([NH:11][S:12]([C:15]2[C:19]([Cl:20])=[C:18]([Cl:21])[S:17][C:16]=2[Cl:22])(=[O:14])=[O:13])[CH:8]=[CH:7][C:3]=1[C:4]([OH:6])=[O:5].O[CH:24]1[CH2:28][CH2:27][N:26]([C:29]([O:31][C:32]([CH3:35])([CH3:34])[CH3:33])=[O:30])[CH2:25]1. No catalyst specified. The product is [OH:1][C:2]1[CH:10]=[C:9]([NH:11][S:12]([C:15]2[C:19]([Cl:20])=[C:18]([Cl:21])[S:17][C:16]=2[Cl:22])(=[O:14])=[O:13])[CH:8]=[CH:7][C:3]=1[C:4]([O:6][CH:28]1[CH2:24][CH2:25][N:26]([C:29]([O:31][C:32]([CH3:35])([CH3:34])[CH3:33])=[O:30])[CH2:27]1)=[O:5]. The yield is 0.350. (2) The reactants are [CH2:1]([Li])[CH2:2][CH2:3][CH3:4].[O:6]1[C:10]2(CCC(=O)[CH2:12][CH2:11]2)[O:9][CH2:8][CH2:7]1. The catalyst is [Br-].C[P+](C1C=CC=CC=1)(C1C=CC=CC=1)C1C=CC=CC=1.C1COCC1. The product is [CH2:4]=[C:3]1[CH2:12][CH2:11][C:10]2([O:9][CH2:8][CH2:7][O:6]2)[CH2:1][CH2:2]1. The yield is 0.790. (3) The reactants are [CH3:1][NH:2][CH2:3][C:4]1[N:5]=[C:6]([CH3:9])[S:7][CH:8]=1.[CH3:10][C@@H:11]([CH2:30][CH3:31])[C@H:12]([NH:17][C:18]([O:20]C1C=CC([N+]([O-])=O)=CC=1)=O)[C:13]([O:15][CH3:16])=[O:14].C(N(CC)CC)C. The catalyst is C1COCC1.CN(C1C=CN=CC=1)C. The product is [CH3:10][C@@H:11]([CH2:30][CH3:31])[C@H:12]([NH:17][C:18]([N:2]([CH3:1])[CH2:3][C:4]1[N:5]=[C:6]([CH3:9])[S:7][CH:8]=1)=[O:20])[C:13]([O:15][CH3:16])=[O:14]. The yield is 0.860. (4) The reactants are Cl.[NH2:2][C@H:3]1[C@H:8]2[CH2:9][C@H:5]([CH2:6][CH2:7]2)[C@H:4]1[C:10]([O:12][CH3:13])=[O:11].C([O-])(=O)C.[Na+].[F:19][C:20]1[CH:27]=[CH:26][C:23]([CH:24]=O)=[CH:22][C:21]=1[CH3:28].C([BH3-])#N.[Na+].C(=O)(O)[O-].[Na+]. The catalyst is CO.C(OCC)(=O)C. The product is [F:19][C:20]1[CH:27]=[CH:26][C:23]([CH2:24][NH:2][C@H:3]2[C@H:8]3[CH2:9][C@H:5]([CH2:6][CH2:7]3)[C@H:4]2[C:10]([O:12][CH3:13])=[O:11])=[CH:22][C:21]=1[CH3:28]. The yield is 0.770. (5) The yield is 0.950. The reactants are C([O:8][C:9](=[O:16])[CH2:10][N:11]1[CH:15]=[CH:14][N:13]=[N:12]1)C1C=CC=CC=1. The product is [N:11]1([CH2:10][C:9]([OH:16])=[O:8])[CH:15]=[CH:14][N:13]=[N:12]1. The catalyst is CO. (6) The reactants are [CH2:1]([O:3][C:4]1[CH:5]=[C:6]([N:13]2[CH2:18][CH2:17][N:16]([CH2:19][CH2:20][S:21]([CH3:24])(=[O:23])=[O:22])[CH2:15][CH2:14]2)[CH:7]=[CH:8][C:9]=1[N+:10]([O-])=O)[CH3:2]. The catalyst is CCOC(C)=O. The product is [CH2:1]([O:3][C:4]1[CH:5]=[C:6]([N:13]2[CH2:14][CH2:15][N:16]([CH2:19][CH2:20][S:21]([CH3:24])(=[O:23])=[O:22])[CH2:17][CH2:18]2)[CH:7]=[CH:8][C:9]=1[NH2:10])[CH3:2]. The yield is 0.860. (7) The catalyst is C(Cl)(Cl)(Cl)Cl.O.C(#N)C.[Ru](Cl)(Cl)Cl. The product is [CH3:1][CH:2]1[CH2:7][CH2:6][O:5][S:4](=[O:10])(=[O:8])[O:3]1. The reactants are [CH3:1][CH:2]1[CH2:7][CH2:6][O:5][S:4](=[O:8])[O:3]1.I([O-])(=O)(=O)=[O:10].[Na+]. The yield is 0.990. (8) The reactants are [H-].[Al+3].[Li+].[H-].[H-].[H-].[CH3:7][O:8][CH2:9][C@H:10]([CH3:43])[O:11][C:12]1[CH:13]=[C:14]([C:29]2[NH:33][C:32]([C:34]3[O:35][CH:36]([C:39](OC)=[O:40])[CH2:37][N:38]=3)=[CH:31][CH:30]=2)[CH:15]=[C:16]([O:18][C:19]2[CH:24]=[CH:23][C:22]([S:25]([CH3:28])(=[O:27])=[O:26])=[CH:21][CH:20]=2)[CH:17]=1.O.[OH-].[Na+]. The catalyst is O1CCCC1. The product is [CH3:7][O:8][CH2:9][C@H:10]([CH3:43])[O:11][C:12]1[CH:13]=[C:14]([C:29]2[NH:33][C:32]([C:34]3[O:35][CH:36]([CH2:39][OH:40])[CH2:37][N:38]=3)=[CH:31][CH:30]=2)[CH:15]=[C:16]([O:18][C:19]2[CH:20]=[CH:21][C:22]([S:25]([CH3:28])(=[O:27])=[O:26])=[CH:23][CH:24]=2)[CH:17]=1. The yield is 0.740.